This data is from Reaction yield outcomes from USPTO patents with 853,638 reactions. The task is: Predict the reaction yield, written as a fraction of the theoretical maximum amount of product (1.0 means a 100% yield; for example, 0.34 means a 34% yield). (1) The reactants are [F:1][C:2]([F:18])([F:17])[CH2:3][C:4]([NH:6][C:7]1[CH:12]=[CH:11][C:10]([O:13][CH3:14])=[CH:9][C:8]=1[CH:15]=O)=[O:5].C([O-])([O-])=O.[K+].[K+]. The catalyst is CN(C=O)C.CCOC(C)=O. The product is [CH3:14][O:13][C:10]1[CH:9]=[C:8]2[C:7](=[CH:12][CH:11]=1)[NH:6][C:4](=[O:5])[C:3]([C:2]([F:18])([F:17])[F:1])=[CH:15]2. The yield is 0.940. (2) The reactants are [H-].[H-].[H-].[H-].[Li+].[Al+3].C([O:9][C:10](=O)[C:11]([O:18][C:19]1[CH:41]=[CH:40][C:22]2[C:23]3[N:27]([CH2:28][CH2:29][O:30][C:21]=2[CH:20]=1)[CH:26]=[C:25]([C:31]1[N:32]([CH:37]([CH3:39])[CH3:38])[N:33]=[C:34]([CH3:36])[N:35]=1)[N:24]=3)([CH3:17])[C:12](OCC)=[O:13])C. The catalyst is C1COCC1. The product is [CH:37]([N:32]1[C:31]([C:25]2[N:24]=[C:23]3[N:27]([CH2:28][CH2:29][O:30][C:21]4[CH:20]=[C:19]([O:18][C:11]([CH3:17])([CH2:12][OH:13])[CH2:10][OH:9])[CH:41]=[CH:40][C:22]=43)[CH:26]=2)=[N:35][C:34]([CH3:36])=[N:33]1)([CH3:39])[CH3:38]. The yield is 0.650. (3) The reactants are [CH2:1]([O:3][C:4](=[O:34])[CH:5]([C:10]1[CH:11]=[C:12]([C:24]2[CH:29]=[CH:28][C:27]([C:30]([F:33])([F:32])[F:31])=[CH:26][CH:25]=2)[CH:13]=[C:14](OS(C(F)(F)F)(=O)=O)[CH:15]=1)[CH2:6][CH:7]([CH3:9])[CH3:8])[CH3:2].[F:35][C:36]([F:53])([F:52])[C:37]1[N:42]=[C:41](B2OC(C)(C)C(C)(C)O2)[CH:40]=[CH:39][CH:38]=1.C([O-])([O-])=O.[Na+].[Na+]. The catalyst is C(COC)OC.C1C=CC([P]([Pd]([P](C2C=CC=CC=2)(C2C=CC=CC=2)C2C=CC=CC=2)([P](C2C=CC=CC=2)(C2C=CC=CC=2)C2C=CC=CC=2)[P](C2C=CC=CC=2)(C2C=CC=CC=2)C2C=CC=CC=2)(C2C=CC=CC=2)C2C=CC=CC=2)=CC=1. The product is [CH2:1]([O:3][C:4](=[O:34])[CH:5]([C:10]1[CH:11]=[C:12]([C:24]2[CH:25]=[CH:26][C:27]([C:30]([F:32])([F:33])[F:31])=[CH:28][CH:29]=2)[CH:13]=[C:14]([C:41]2[CH:40]=[CH:39][CH:38]=[C:37]([C:36]([F:35])([F:52])[F:53])[N:42]=2)[CH:15]=1)[CH2:6][CH:7]([CH3:9])[CH3:8])[CH3:2]. The yield is 0.910.